Dataset: NCI-60 drug combinations with 297,098 pairs across 59 cell lines. Task: Regression. Given two drug SMILES strings and cell line genomic features, predict the synergy score measuring deviation from expected non-interaction effect. (1) Drug 1: CS(=O)(=O)C1=CC(=C(C=C1)C(=O)NC2=CC(=C(C=C2)Cl)C3=CC=CC=N3)Cl. Drug 2: C1C(C(OC1N2C=C(C(=O)NC2=O)F)CO)O. Cell line: A498. Synergy scores: CSS=30.0, Synergy_ZIP=1.89, Synergy_Bliss=3.14, Synergy_Loewe=-5.51, Synergy_HSA=4.77. (2) Drug 2: CC1CCC2CC(C(=CC=CC=CC(CC(C(=O)C(C(C(=CC(C(=O)CC(OC(=O)C3CCCCN3C(=O)C(=O)C1(O2)O)C(C)CC4CCC(C(C4)OC)O)C)C)O)OC)C)C)C)OC. Cell line: HS 578T. Drug 1: CC1C(C(=O)NC(C(=O)N2CCCC2C(=O)N(CC(=O)N(C(C(=O)O1)C(C)C)C)C)C(C)C)NC(=O)C3=C4C(=C(C=C3)C)OC5=C(C(=O)C(=C(C5=N4)C(=O)NC6C(OC(=O)C(N(C(=O)CN(C(=O)C7CCCN7C(=O)C(NC6=O)C(C)C)C)C)C(C)C)C)N)C. Synergy scores: CSS=13.4, Synergy_ZIP=3.50, Synergy_Bliss=4.52, Synergy_Loewe=7.57, Synergy_HSA=6.83. (3) Drug 1: CN(C)C1=NC(=NC(=N1)N(C)C)N(C)C. Drug 2: C1=NC2=C(N1)C(=S)N=CN2. Cell line: M14. Synergy scores: CSS=12.1, Synergy_ZIP=-11.2, Synergy_Bliss=-9.11, Synergy_Loewe=-47.1, Synergy_HSA=-11.7. (4) Drug 1: C1=CC(=CC=C1CC(C(=O)O)N)N(CCCl)CCCl.Cl. Drug 2: CCCS(=O)(=O)NC1=C(C(=C(C=C1)F)C(=O)C2=CNC3=C2C=C(C=N3)C4=CC=C(C=C4)Cl)F. Cell line: HL-60(TB). Synergy scores: CSS=15.3, Synergy_ZIP=2.91, Synergy_Bliss=5.16, Synergy_Loewe=-14.2, Synergy_HSA=-3.40. (5) Drug 1: CC12CCC3C(C1CCC2=O)CC(=C)C4=CC(=O)C=CC34C. Drug 2: CC(C)CN1C=NC2=C1C3=CC=CC=C3N=C2N. Cell line: NCI-H460. Synergy scores: CSS=15.0, Synergy_ZIP=-8.33, Synergy_Bliss=-10.6, Synergy_Loewe=-11.2, Synergy_HSA=-10.6. (6) Drug 1: CCCCC(=O)OCC(=O)C1(CC(C2=C(C1)C(=C3C(=C2O)C(=O)C4=C(C3=O)C=CC=C4OC)O)OC5CC(C(C(O5)C)O)NC(=O)C(F)(F)F)O. Drug 2: CC1=C(C(=O)C2=C(C1=O)N3CC4C(C3(C2COC(=O)N)OC)N4)N. Cell line: NCI-H322M. Synergy scores: CSS=17.6, Synergy_ZIP=-1.02, Synergy_Bliss=0.830, Synergy_Loewe=-2.75, Synergy_HSA=1.33. (7) Drug 1: C1CN1P(=S)(N2CC2)N3CC3. Drug 2: CC1C(C(CC(O1)OC2CC(CC3=C2C(=C4C(=C3O)C(=O)C5=CC=CC=C5C4=O)O)(C(=O)C)O)N)O. Cell line: IGROV1. Synergy scores: CSS=55.6, Synergy_ZIP=1.07, Synergy_Bliss=3.80, Synergy_Loewe=-35.7, Synergy_HSA=4.12.